This data is from Forward reaction prediction with 1.9M reactions from USPTO patents (1976-2016). The task is: Predict the product of the given reaction. (1) Given the reactants [CH:1]1([C:4]2[N:9]3[N:10]=[CH:11][C:12](I)=[C:8]3[N:7]=[C:6]([C:14]3[CH:19]=[CH:18][C:17]([C:20]([F:23])([F:22])[F:21])=[CH:16][CH:15]=3)[CH:5]=2)[CH2:3][CH2:2]1.[C:24]([C:26]1[CH:27]=[N:28][C:29]([NH2:32])=[N:30][CH:31]=1)#[CH:25], predict the reaction product. The product is: [CH:1]1([C:4]2[N:9]3[N:10]=[CH:11][C:12]([C:25]#[C:24][C:26]4[CH:27]=[N:28][C:29]([NH2:32])=[N:30][CH:31]=4)=[C:8]3[N:7]=[C:6]([C:14]3[CH:19]=[CH:18][C:17]([C:20]([F:23])([F:22])[F:21])=[CH:16][CH:15]=3)[CH:5]=2)[CH2:3][CH2:2]1. (2) Given the reactants [CH2:1]([N:3]([C@H:28]1[CH2:33][CH2:32][C@H:31]([OH:34])[CH2:30][CH2:29]1)[C:4]1[C:19]2[CH2:18][CH:17]=[CH:16][CH2:15][CH2:14][C:13]3[CH:20]=[C:21]([CH3:26])[N:22]=[C:23]([O:24]C)[C:12]=3[CH2:11][NH:10][C:9](=[O:27])[C:8]=2[CH:7]=[CH:6][CH:5]=1)[CH3:2].Cl, predict the reaction product. The product is: [CH2:1]([N:3]([C@H:28]1[CH2:33][CH2:32][C@H:31]([OH:34])[CH2:30][CH2:29]1)[C:4]1[C:19]2[CH2:18][CH:17]=[CH:16][CH2:15][CH2:14][C:13]3[CH:20]=[C:21]([CH3:26])[NH:22][C:23](=[O:24])[C:12]=3[CH2:11][NH:10][C:9](=[O:27])[C:8]=2[CH:7]=[CH:6][CH:5]=1)[CH3:2]. (3) Given the reactants N(C(C)C)C(C)C.[Li]CCCC.[Si:13](Cl)([CH3:16])([CH3:15])[CH3:14].[CH3:18][C:19]1([CH3:44])[CH2:28][CH2:27][C:26]2[C:21](=[CH:22][CH:23]=[C:24]([C:29](=[O:43])[CH2:30][C:31]3[CH:36]=[C:35]([O:37][CH3:38])[C:34]([O:39][CH3:40])=[C:33]([O:41][CH3:42])[CH:32]=3)[CH:25]=2)[O:20]1, predict the reaction product. The product is: [CH3:18][C:19]1([CH3:44])[CH2:28][CH2:27][C:26]2[C:21](=[CH:22][CH:23]=[C:24]([C:29]([O:43][Si:13]([CH3:16])([CH3:15])[CH3:14])=[CH:30][C:31]3[CH:36]=[C:35]([O:37][CH3:38])[C:34]([O:39][CH3:40])=[C:33]([O:41][CH3:42])[CH:32]=3)[CH:25]=2)[O:20]1.